The task is: Predict the reactants needed to synthesize the given product.. This data is from Full USPTO retrosynthesis dataset with 1.9M reactions from patents (1976-2016). (1) Given the product [CH:12]1([CH2:15][CH2:16][NH:17][C:18]([C:20]2[N:21]=[N:22][C:23]([N:26]3[CH2:31][CH2:30][N:29]([C:8]([C:7]4[C:2]([Cl:1])=[N:3][C:4]([Cl:11])=[CH:5][CH:6]=4)=[O:10])[CH2:28][CH2:27]3)=[CH:24][CH:25]=2)=[O:19])[CH2:14][CH2:13]1, predict the reactants needed to synthesize it. The reactants are: [Cl:1][C:2]1[C:7]([C:8]([OH:10])=O)=[CH:6][CH:5]=[C:4]([Cl:11])[N:3]=1.[CH:12]1([CH2:15][CH2:16][NH:17][C:18]([C:20]2[N:21]=[N:22][C:23]([N:26]3[CH2:31][CH2:30][NH:29][CH2:28][CH2:27]3)=[CH:24][CH:25]=2)=[O:19])[CH2:14][CH2:13]1. (2) Given the product [Cl:1][C:2]1[C:10]2[N:9]=[C:8]3[N:11]([C:15]4[C:16]([CH3:23])=[N:17][C:18]([O:21][CH3:22])=[CH:19][CH:20]=4)[CH2:12][CH2:13][CH2:14][N:7]3[C:6]=2[C:5]([CH2:24][OH:25])=[CH:4][CH:3]=1, predict the reactants needed to synthesize it. The reactants are: [Cl:1][C:2]1[CH:3]=[CH:4][C:5]([C:24](OC)=[O:25])=[C:6]2[C:10]=1[N:9]=[C:8]1[N:11]([C:15]3[C:16]([CH3:23])=[N:17][C:18]([O:21][CH3:22])=[CH:19][CH:20]=3)[CH2:12][CH2:13][CH2:14][N:7]21.[BH4-].[Li+]. (3) The reactants are: [C:1]([C:5]1[N:10]=[CH:9][C:8]([C:11]2[N:12]([C:32]([N:34]3[CH2:39][CH2:38][CH:37]([CH2:40][C:41]([OH:43])=O)[CH2:36][CH2:35]3)=[O:33])[C@@:13]([C:25]3[CH:30]=[CH:29][C:28]([Cl:31])=[CH:27][CH:26]=3)([CH3:24])[C@@:14]([C:17]3[CH:22]=[CH:21][C:20]([Cl:23])=[CH:19][CH:18]=3)([CH3:16])[N:15]=2)=[C:7]([O:44][CH2:45][CH3:46])[CH:6]=1)([CH3:4])([CH3:3])[CH3:2].[F:47][C:48]1[C:49]([CH3:56])=[C:50]([CH:53]=[CH:54][CH:55]=1)[CH2:51][NH2:52]. Given the product [C:1]([C:5]1[N:10]=[CH:9][C:8]([C:11]2[N:12]([C:32]([N:34]3[CH2:35][CH2:36][CH:37]([CH2:40][C:41]([NH:52][CH2:51][C:50]4[CH:53]=[CH:54][CH:55]=[C:48]([F:47])[C:49]=4[CH3:56])=[O:43])[CH2:38][CH2:39]3)=[O:33])[C@@:13]([C:25]3[CH:26]=[CH:27][C:28]([Cl:31])=[CH:29][CH:30]=3)([CH3:24])[C@@:14]([C:17]3[CH:18]=[CH:19][C:20]([Cl:23])=[CH:21][CH:22]=3)([CH3:16])[N:15]=2)=[C:7]([O:44][CH2:45][CH3:46])[CH:6]=1)([CH3:4])([CH3:2])[CH3:3], predict the reactants needed to synthesize it. (4) The reactants are: [C:1]([O:5][C:6](=[O:16])[NH:7][CH2:8][CH:9]1[CH2:14][CH2:13][C:12](=[O:15])[CH2:11][CH2:10]1)([CH3:4])([CH3:3])[CH3:2].[CH3:17][Li].[NH4+].[Cl-]. Given the product [OH:15][C:12]1([CH3:17])[CH2:11][CH2:10][CH:9]([CH2:8][NH:7][C:6](=[O:16])[O:5][C:1]([CH3:4])([CH3:2])[CH3:3])[CH2:14][CH2:13]1, predict the reactants needed to synthesize it. (5) Given the product [Br:1][C:2]1[C:10]2[C:5](=[CH:6][C:7]([S:11]([O:23][C:22]3[C:21]([F:24])=[C:20]([F:25])[C:19]([F:26])=[C:18]([F:27])[C:17]=3[F:16])(=[O:13])=[O:12])=[CH:8][CH:9]=2)[N:4]([CH3:15])[CH:3]=1, predict the reactants needed to synthesize it. The reactants are: [Br:1][C:2]1[C:10]2[C:5](=[CH:6][C:7]([S:11](Cl)(=[O:13])=[O:12])=[CH:8][CH:9]=2)[N:4]([CH3:15])[CH:3]=1.[F:16][C:17]1[C:22]([OH:23])=[C:21]([F:24])[C:20]([F:25])=[C:19]([F:26])[C:18]=1[F:27].C(N(CC)CC)C. (6) Given the product [NH2:15][C:16]1[N:21]=[CH:20][C:19]([C:22]2[CH:23]=[C:24]([CH:25]=[CH:26][CH:27]=2)[C:28]([NH:30][CH2:31][C:32]2[CH:33]=[CH:34][CH:35]=[CH:36][CH:37]=2)=[O:29])=[N:18][C:17]=1[C:38]([C:4]1[CH:5]=[CH:6][CH:7]=[C:2]([F:1])[CH:3]=1)=[O:39], predict the reactants needed to synthesize it. The reactants are: [F:1][C:2]1[CH:3]=[C:4]([Mg]Br)[CH:5]=[CH:6][CH:7]=1.C1COCC1.[NH2:15][C:16]1[C:17]([C:38](N(OC)C)=[O:39])=[N:18][C:19]([C:22]2[CH:27]=[CH:26][CH:25]=[C:24]([C:28]([NH:30][CH2:31][C:32]3[CH:37]=[CH:36][CH:35]=[CH:34][CH:33]=3)=[O:29])[CH:23]=2)=[CH:20][N:21]=1. (7) The reactants are: [CH:1]1([N:4]2[C:13]3[C:8](=[CH:9][C:10]([F:24])=[C:11]([C:14]4[S:15][C:16]5[CH2:22][CH2:21][CH2:20][C:19](=[O:23])[C:17]=5[CH:18]=4)[N:12]=3)[C:7](=[O:25])[C:6]([C:26]([O:28]CC)=[O:27])=[CH:5]2)[CH2:3][CH2:2]1.Cl. Given the product [CH:1]1([N:4]2[C:13]3[C:8](=[CH:9][C:10]([F:24])=[C:11]([C:14]4[S:15][C:16]5[CH2:22][CH2:21][CH2:20][C:19](=[O:23])[C:17]=5[CH:18]=4)[N:12]=3)[C:7](=[O:25])[C:6]([C:26]([OH:28])=[O:27])=[CH:5]2)[CH2:2][CH2:3]1, predict the reactants needed to synthesize it. (8) Given the product [C:46]([NH:49][C@:50]1([C@@H:105]([CH2:107][CH3:108])[CH3:106])[CH2:54][CH2:53][N:52]([C@@H:55]([CH2:96][CH2:97][C:98]2[CH:103]=[CH:102][CH:101]=[CH:100][CH:99]=2)[C:56]([NH:58][C@@H:11]([CH2:39][C:40]2[CH:41]=[CH:42][CH:43]=[CH:44][CH:45]=2)[C@H:12]([OH:13])[C@H:21]2[CH2:25][C@@H:24]([S:26]([CH2:29][CH2:30][CH3:31])(=[O:27])=[O:28])[CH2:23][NH:22]2)=[O:57])[C:51]1=[O:104])(=[O:48])[CH3:47], predict the reactants needed to synthesize it. The reactants are: C(OC([C@@H:11]([CH2:39][C:40]1[CH:45]=[CH:44][CH:43]=[CH:42][CH:41]=1)[C@@H:12]([C@H:21]1[CH2:25][C@@H:24]([S:26]([CH2:29][CH2:30][CH3:31])(=[O:28])=[O:27])[CH2:23][N:22]1C(OC(C)(C)C)=O)[O:13][Si](C(C)(C)C)(C)C)=O)C1C=CC=CC=1.[C:46]([NH:49][C@:50]1([C@@H:105]([CH2:107][CH3:108])[CH3:106])[CH2:54][CH2:53][N:52]([C@@H:55]([CH2:96][CH2:97][C:98]2[CH:103]=[CH:102][CH:101]=[CH:100][CH:99]=2)[C:56]([NH:58][C@@H](CC2C=C(F)C=C(F)C=2)[C@@H]([C@H]2C[C@H](OC3C=CC=CN=3)CN2C(C2C=CC=CC=2)C2C=CC=CC=2)O)=[O:57])[C:51]1=[O:104])(=[O:48])[CH3:47].OOS([O-])=O.[K+].